From a dataset of Forward reaction prediction with 1.9M reactions from USPTO patents (1976-2016). Predict the product of the given reaction. (1) The product is: [C:1]([CH:5]1[CH2:14][CH2:13][C:12]2[N:11]=[C:10]3[S:15][C:16]([NH:18][C:26](=[O:28])[CH3:27])=[CH:17][C:9]3=[CH:8][C:7]=2[CH2:6]1)([CH3:4])([CH3:2])[CH3:3]. Given the reactants [C:1]([CH:5]1[CH2:14][CH2:13][C:12]2[N:11]=[C:10]3[S:15][C:16]([NH2:18])=[CH:17][C:9]3=[CH:8][C:7]=2[CH2:6]1)([CH3:4])([CH3:3])[CH3:2].C(N(CC)CC)C.[C:26](Cl)(=[O:28])[CH3:27], predict the reaction product. (2) Given the reactants [N+:1]([C:4]1[CH:5]=[C:6](B(O)O)[CH:7]=[CH:8][CH:9]=1)([O-:3])=[O:2].Br[C:14]1[CH:19]=[CH:18][CH:17]=[C:16]([N:20]2[CH2:24][CH2:23][CH2:22][CH2:21]2)[N:15]=1.C([O-])(O)=O.[Na+], predict the reaction product. The product is: [CH3:9][CH2:8][CH2:7][CH:6]([CH3:5])[CH3:14].[N+:1]([C:4]1[CH:5]=[C:6]([C:14]2[CH:19]=[CH:18][CH:17]=[C:16]([N:20]3[CH2:24][CH2:23][CH2:22][CH2:21]3)[N:15]=2)[CH:7]=[CH:8][CH:9]=1)([O-:3])=[O:2]. (3) Given the reactants FC1C=CC(CN2C[CH2:11][N:10]3[C:13](=O)[CH:14]=[C:15](O)[C:16](O)=[C:9]3C2=O)=CC=1.[Cl:23][C:24]1[CH:25]=[C:26]([CH:42]=[CH:43][C:44]=1[F:45])[CH2:27][N:28]1[CH2:33][CH2:32][N:31]2[C:34](=[O:40])[CH:35]=[C:36]([OH:39])[C:37]([OH:38])=[C:30]2[C:29]1=[O:41], predict the reaction product. The product is: [Cl:23][C:24]1[CH:25]=[C:26]([CH:42]=[CH:43][C:44]=1[F:45])[CH2:27][N:28]1[CH2:33][CH2:32][N:31]2[C:34](=[O:40])[C:35]([CH2:11][N:10]3[CH2:13][CH2:14][CH2:15][CH2:16][CH2:9]3)=[C:36]([OH:39])[C:37]([OH:38])=[C:30]2[C:29]1=[O:41]. (4) Given the reactants [CH2:1]([O:8][C:9]1[C:10]([CH:26]2[O:30][CH2:29][CH2:28][O:27]2)=[CH:11][C:12]([Cl:25])=[C:13]([CH:24]=1)[O:14][C:15]1[N:19]([CH3:20])[N:18]=[C:17]([CH3:21])[C:16]=1[CH:22]=O)[C:2]1[CH:7]=[CH:6][CH:5]=[CH:4][CH:3]=1.C(O)COCCO.O.NN.[OH-].[K+], predict the reaction product. The product is: [CH2:1]([O:8][C:9]1[C:10]([CH:26]2[O:27][CH2:28][CH2:29][O:30]2)=[CH:11][C:12]([Cl:25])=[C:13]([CH:24]=1)[O:14][C:15]1[N:19]([CH3:20])[N:18]=[C:17]([CH3:21])[C:16]=1[CH3:22])[C:2]1[CH:3]=[CH:4][CH:5]=[CH:6][CH:7]=1. (5) Given the reactants [Cl:1][C:2]1[C:10]2[N:9]=[C:8]([CH2:11][CH3:12])[NH:7][C:6]=2[CH:5]=[CH:4][C:3]=1[C:13]#[N:14].[F:15][C:16]([F:35])([F:34])[C:17]1[CH:18]=[C:19]([C:27]2[O:31][N:30]=[C:29]([CH2:32]Cl)[N:28]=2)[CH:20]=[C:21]([C:23]([F:26])([F:25])[F:24])[CH:22]=1, predict the reaction product. The product is: [F:35][C:16]([F:15])([F:34])[C:17]1[CH:18]=[C:19]([C:27]2[O:31][N:30]=[C:29]([CH2:32][N:7]3[C:6]4[CH:5]=[CH:4][C:3]([C:13]#[N:14])=[C:2]([Cl:1])[C:10]=4[N:9]=[C:8]3[CH2:11][CH3:12])[N:28]=2)[CH:20]=[C:21]([C:23]([F:25])([F:24])[F:26])[CH:22]=1. (6) Given the reactants [Br:1][C:2]1[CH:7]=[CH:6][C:5]([N:8]2[CH2:13][CH2:12][NH:11][CH2:10][CH2:9]2)=[C:4]([CH:14]2[CH2:19][CH2:18][C:17]([CH3:21])([CH3:20])[CH2:16][CH2:15]2)[CH:3]=1.[CH:22](=O)[CH2:23][CH2:24][CH3:25].C(O)(=O)C.C(O[BH-](OC(=O)C)OC(=O)C)(=O)C.[Na+].C(=O)([O-])O.[Na+], predict the reaction product. The product is: [Br:1][C:2]1[CH:7]=[CH:6][C:5]([N:8]2[CH2:13][CH2:12][N:11]([CH2:22][CH2:23][CH2:24][CH3:25])[CH2:10][CH2:9]2)=[C:4]([CH:14]2[CH2:19][CH2:18][C:17]([CH3:21])([CH3:20])[CH2:16][CH2:15]2)[CH:3]=1. (7) Given the reactants [Li]CCCC.C1CCCCC1.N(C(C)C)C(C)C.[Li+].CC([N-]C(C)C)C.[C:27]([O:31][C:32]([CH3:35])([CH3:34])[CH3:33])(=[O:30])[CH2:28][CH3:29].[CH3:36][Si:37](Cl)([CH3:39])[CH3:38], predict the reaction product. The product is: [C:32]([O:31]/[C:27](/[O:30][Si:37]([CH3:39])([CH3:38])[CH3:36])=[CH:28]/[CH3:29])([CH3:35])([CH3:34])[CH3:33].